Dataset: Full USPTO retrosynthesis dataset with 1.9M reactions from patents (1976-2016). Task: Predict the reactants needed to synthesize the given product. (1) Given the product [CH3:29][N:28]1[C:24]([CH:10]2[CH2:9][CH:8]([C:6]3[O:7][NH:33][C:4](=[O:3])[CH:5]=3)[CH2:13][CH2:12][N:11]2[C:14]([O:16][CH2:17][C:18]2[CH:19]=[CH:20][CH:21]=[CH:22][CH:23]=2)=[O:15])=[N:25][N:26]=[N:27]1, predict the reactants needed to synthesize it. The reactants are: C([O:3][C:4](=O)[CH2:5][C:6]([CH:8]1[CH2:13][CH2:12][N:11]([C:14]([O:16][CH2:17][C:18]2[CH:23]=[CH:22][CH:21]=[CH:20][CH:19]=2)=[O:15])[CH:10]([C:24]2[N:28]([CH3:29])[N:27]=[N:26][N:25]=2)[CH2:9]1)=[O:7])C.[OH-].[Na+].[NH2:33]O.Cl. (2) Given the product [N+:8]([C:5]1[CH:6]=[CH:7][C:2]([N:15]2[CH2:20][CH2:19][O:18][CH2:17][CH2:16]2)=[C:3]([C:11]([F:14])([F:13])[F:12])[CH:4]=1)([O-:10])=[O:9], predict the reactants needed to synthesize it. The reactants are: F[C:2]1[CH:7]=[CH:6][C:5]([N+:8]([O-:10])=[O:9])=[CH:4][C:3]=1[C:11]([F:14])([F:13])[F:12].[NH:15]1[CH2:20][CH2:19][O:18][CH2:17][CH2:16]1.CCN(CC)CC. (3) Given the product [Br:1][C:2]1[CH:3]=[C:4]([O:12][C:13]2[CH:18]=[CH:17][C:16]([F:19])=[CH:15][CH:14]=2)[C:5]([NH:8][C:9]2[S:10][CH:21]=[C:22]([CH2:23][N:24]3[CH2:29][CH2:28][N:27]([C:30]([O:32][C:33]([CH3:35])([CH3:34])[CH3:36])=[O:31])[CH2:26][C:25]3=[O:37])[N:11]=2)=[N:6][CH:7]=1, predict the reactants needed to synthesize it. The reactants are: [Br:1][C:2]1[CH:3]=[C:4]([O:12][C:13]2[CH:18]=[CH:17][C:16]([F:19])=[CH:15][CH:14]=2)[C:5]([NH:8][C:9]([NH2:11])=[S:10])=[N:6][CH:7]=1.Cl[CH2:21][C:22](=O)[CH2:23][N:24]1[CH2:29][CH2:28][N:27]([C:30]([O:32][C:33]([CH3:36])([CH3:35])[CH3:34])=[O:31])[CH2:26][C:25]1=[O:37].CCN(C(C)C)C(C)C. (4) The reactants are: [F:1][C:2]([F:18])([F:17])[C:3]1[CH:16]=[CH:15][C:6]([O:7][C:8]2[CH:14]=[CH:13][C:11]([NH2:12])=[CH:10][CH:9]=2)=[CH:5][CH:4]=1.N1C=CC=CC=1.[CH3:25][S:26](Cl)(=[O:28])=[O:27].Cl. Given the product [F:1][C:2]([F:17])([F:18])[C:3]1[CH:16]=[CH:15][C:6]([O:7][C:8]2[CH:9]=[CH:10][C:11]([NH:12][S:26]([CH3:25])(=[O:28])=[O:27])=[CH:13][CH:14]=2)=[CH:5][CH:4]=1, predict the reactants needed to synthesize it. (5) Given the product [S:1]([O:8][CH2:9][C:10]([O:12][CH2:13][CH2:19][CH2:20][CH2:21][CH2:22][CH3:23])=[O:11])([C:4]([F:6])([F:7])[F:5])(=[O:3])=[O:2], predict the reactants needed to synthesize it. The reactants are: [S:1]([O:8][CH2:9][C:10]([O:12][CH3:13])=[O:11])([C:4]([F:7])([F:6])[F:5])(=[O:3])=[O:2].OCC(O[CH2:19][CH2:20][CH2:21][CH2:22][CH2:23]C)=O. (6) Given the product [OH:26][C@H:13]1[C@H:12]([CH2:11][CH2:10][C@@H:9]([OH:8])[CH2:27][CH2:28][CH2:29][CH2:30][CH3:31])[C@H:16]2[CH2:17][C:18]3[C:23]([CH2:24][C@H:15]2[CH2:14]1)=[C:22]([O:25][CH2:2][C:3]([O:5][CH2:6][CH3:7])=[O:4])[CH:21]=[CH:20][CH:19]=3, predict the reactants needed to synthesize it. The reactants are: Br[CH2:2][C:3]([O:5][CH2:6][CH3:7])=[O:4].[OH:8][C@@H:9]([CH2:27][CH2:28][CH2:29][CH2:30][CH3:31])[CH2:10][CH2:11][C@@H:12]1[C@H:16]2[CH2:17][C:18]3[CH:19]=[CH:20][CH:21]=[C:22]([OH:25])[C:23]=3[CH2:24][C@H:15]2[CH2:14][C@H:13]1[OH:26].C(=O)([O-])[O-].[K+].[K+].[I-].[K+].